From a dataset of Reaction yield outcomes from USPTO patents with 853,638 reactions. Predict the reaction yield, written as a fraction of the theoretical maximum amount of product (1.0 means a 100% yield; for example, 0.34 means a 34% yield). (1) The reactants are C(Cl)(=O)C(Cl)=O.CS(C)=O.[Br:11][C:12]1[CH:13]=[C:14]([C:20]2[NH:24][C@@H:23]3[CH2:25][CH2:26][CH2:27][CH2:28][C@H:22]3[N:21]=2)[C:15]([O:18][CH3:19])=[N:16][CH:17]=1.C(N(CC)CC)C. The catalyst is ClCCl. The product is [Br:11][C:12]1[CH:13]=[C:14]([C:20]2[NH:21][C:22]3[CH2:28][CH2:27][CH2:26][CH2:25][C:23]=3[N:24]=2)[C:15]([O:18][CH3:19])=[N:16][CH:17]=1. The yield is 0.788. (2) The reactants are COCCN1[C:13]2[C:8](=[C:9]([N+:14]([O-:16])=[O:15])[CH:10]=[CH:11][CH:12]=2)C=C1.[CH3:17][CH2:18][N:19]([CH2:22][CH3:23])[CH2:20][CH3:21].C[O:25][CH2:26]CBr.CC#[N:31]. No catalyst specified. The product is [CH3:26][O:25][CH2:17][CH2:18][N:19]1[CH2:22][CH2:23][C@H:21]([NH:31][C:12]2[CH:13]=[CH:8][C:9]([N+:14]([O-:16])=[O:15])=[CH:10][CH:11]=2)[CH2:20]1. The yield is 0.480. (3) The reactants are [CH3:1][O:2][C:3](=[O:28])[CH2:4][N:5]1[C:10](=[O:11])[C:9]([Cl:12])=[C:8](Cl)[N:7]=[C:6]1[N:14]1[CH2:19][CH2:18][CH:17]([NH:20][C:21]([O:23][C:24]([CH3:27])([CH3:26])[CH3:25])=[O:22])[CH2:16][CH2:15]1.[C:29]([C:31]1[CH:36]=[CH:35][C:34](B(O)O)=[CH:33][C:32]=1[F:40])#[N:30].C([O-])([O-])=O.[Na+].[Na+].O. The catalyst is CN(C=O)C.C1C=CC([P]([Pd]([P](C2C=CC=CC=2)(C2C=CC=CC=2)C2C=CC=CC=2)([P](C2C=CC=CC=2)(C2C=CC=CC=2)C2C=CC=CC=2)[P](C2C=CC=CC=2)(C2C=CC=CC=2)C2C=CC=CC=2)(C2C=CC=CC=2)C2C=CC=CC=2)=CC=1. The product is [CH3:1][O:2][C:3](=[O:28])[CH2:4][N:5]1[C:10](=[O:11])[C:9]([Cl:12])=[C:8]([C:34]2[CH:35]=[CH:36][C:31]([C:29]#[N:30])=[C:32]([F:40])[CH:33]=2)[N:7]=[C:6]1[N:14]1[CH2:19][CH2:18][CH:17]([NH:20][C:21]([O:23][C:24]([CH3:27])([CH3:25])[CH3:26])=[O:22])[CH2:16][CH2:15]1. The yield is 0.430. (4) The reactants are [CH3:1][O:2][C:3](=[O:25])[CH2:4][C@H:5]1[CH2:10][CH2:9][C@H:8]([C:11]2[CH:16]=[CH:15][C:14]([NH:17][CH2:18][CH2:19][C:20]([O:22][CH2:23][CH3:24])=[O:21])=[CH:13][CH:12]=2)[CH2:7][CH2:6]1.[C:26]([CH2:28][C:29](O)=[O:30])#[N:27].CN(C=O)C.C(N=C=NC(C)C)(C)C. The catalyst is CCCCCCC.CCOC(C)=O. The product is [C:26]([CH2:28][C:29]([N:17]([C:14]1[CH:13]=[CH:12][C:11]([C@H:8]2[CH2:7][CH2:6][C@H:5]([CH2:4][C:3]([O:2][CH3:1])=[O:25])[CH2:10][CH2:9]2)=[CH:16][CH:15]=1)[CH2:18][CH2:19][C:20]([O:22][CH2:23][CH3:24])=[O:21])=[O:30])#[N:27]. The yield is 0.640. (5) The reactants are [F:1][C:2]([F:19])([F:18])[C:3]1[CH:4]=[C:5]([NH:9][N:10]=[C:11]([C:15](=[O:17])[CH3:16])[C:12](=[O:14])[CH3:13])[CH:6]=[CH:7][CH:8]=1.[CH3:20]OC(OC)N(C)C. The catalyst is CN(C=O)C.Cl. The product is [C:15]([C:11]1[C:12](=[O:14])[CH:13]=[CH:20][N:9]([C:5]2[CH:6]=[CH:7][CH:8]=[C:3]([C:2]([F:18])([F:19])[F:1])[CH:4]=2)[N:10]=1)(=[O:17])[CH3:16]. The yield is 0.650. (6) The reactants are C[O:2][C:3]([C:5]1[CH:14]=[C:13]([O:15][CH2:16][C:17](=[O:30])[N:18]([C:20]2[CH:25]=[CH:24][CH:23]=[C:22]([C:26]([O:28]C)=[O:27])[CH:21]=2)[CH3:19])[C:12]2[C:7](=[CH:8][C:9]([Cl:32])=[CH:10][C:11]=2[Cl:31])[CH:6]=1)=[O:4].[Li+].[OH-]. No catalyst specified. The product is [C:26]([C:22]1[CH:21]=[C:20]([N:18]([CH3:19])[C:17]([CH2:16][O:15][C:13]2[C:12]3[C:7](=[CH:8][C:9]([Cl:32])=[CH:10][C:11]=3[Cl:31])[CH:6]=[C:5]([C:3]([OH:4])=[O:2])[CH:14]=2)=[O:30])[CH:25]=[CH:24][CH:23]=1)([OH:28])=[O:27]. The yield is 0.440.